This data is from Full USPTO retrosynthesis dataset with 1.9M reactions from patents (1976-2016). The task is: Predict the reactants needed to synthesize the given product. (1) Given the product [C:16]([N:12]1[CH2:13][CH2:14][CH2:15][C@H:10]([CH2:8][NH:7][C:1]2[CH:6]=[CH:5][CH:4]=[CH:3][CH:2]=2)[CH2:11]1)([O:18][C:19]([CH3:21])([CH3:22])[CH3:20])=[O:17], predict the reactants needed to synthesize it. The reactants are: [C:1]1([NH:7][C:8]([C@@H:10]2[CH2:15][CH2:14][CH2:13][N:12]([C:16]([O:18][C:19]([CH3:22])([CH3:21])[CH3:20])=[O:17])[CH2:11]2)=O)[CH:6]=[CH:5][CH:4]=[CH:3][CH:2]=1.B. (2) Given the product [CH2:22]([N:9]1[C:10]2[C@@:11]3([CH3:21])[C:18]([CH3:20])([CH3:19])[C@H:14]([CH2:13][CH2:12]3)[C:15]=2[C:16](=[O:17])[N:8]1[C:3]1[CH:4]=[CH:5][CH:6]=[CH:7][C:2]=1[F:1])[C:23]1[CH:28]=[CH:27][CH:26]=[CH:25][CH:24]=1, predict the reactants needed to synthesize it. The reactants are: [F:1][C:2]1[CH:7]=[CH:6][CH:5]=[CH:4][C:3]=1[N:8]1[C:16](=[O:17])[C:15]2[C@@H:14]3[C:18]([CH3:20])([CH3:19])[C@@:11]([CH3:21])([CH2:12][CH2:13]3)[C:10]=2[NH:9]1.[CH2:22](Br)[C:23]1[CH:28]=[CH:27][CH:26]=[CH:25][CH:24]=1.